This data is from hERG potassium channel inhibition data for cardiac toxicity prediction from Karim et al.. The task is: Regression/Classification. Given a drug SMILES string, predict its toxicity properties. Task type varies by dataset: regression for continuous values (e.g., LD50, hERG inhibition percentage) or binary classification for toxic/non-toxic outcomes (e.g., AMES mutagenicity, cardiotoxicity, hepatotoxicity). Dataset: herg_karim. (1) The molecule is O=C1COc2ccc(CNC34CCC(CC5(O)Cn6c(=O)ccc7ncc(Cl)c5c76)(CC3)OC4)nc2N1. The result is 0 (non-blocker). (2) The compound is O=C(NC1CCN(Cc2cc3c(cc2Cl)OCO3)CC1)C1=CC(=O)c2ccc(F)cc2C1. The result is 0 (non-blocker).